The task is: Regression/Classification. Given a drug SMILES string, predict its absorption, distribution, metabolism, or excretion properties. Task type varies by dataset: regression for continuous measurements (e.g., permeability, clearance, half-life) or binary classification for categorical outcomes (e.g., BBB penetration, CYP inhibition). Dataset: cyp2c19_veith.. This data is from CYP2C19 inhibition data for predicting drug metabolism from PubChem BioAssay. The compound is Cn1cnc([N+](=O)[O-])c1Sc1nnc(-c2cccnc2)n1C. The result is 0 (non-inhibitor).